The task is: Predict the reaction yield, written as a fraction of the theoretical maximum amount of product (1.0 means a 100% yield; for example, 0.34 means a 34% yield).. This data is from Reaction yield outcomes from USPTO patents with 853,638 reactions. The reactants are Cl.[NH2:2][C@@H:3]1[CH2:12][CH2:11][CH2:10][C:9]2[C:8]([C:13]3[N:17]=[C:16]([C:18]4[CH:19]=[CH:20][C:21]([O:26][CH:27]([CH3:29])[CH3:28])=[C:22]([CH:25]=4)[C:23]#[N:24])[O:15][N:14]=3)=[CH:7][CH:6]=[CH:5][C:4]1=2.[C:30](Cl)(=[O:32])[CH3:31].CCN(CC)CC. The catalyst is C(Cl)Cl. The product is [C:23]([C:22]1[CH:25]=[C:18]([C:16]2[O:15][N:14]=[C:13]([C:8]3[CH:7]=[CH:6][CH:5]=[C:4]4[C:9]=3[CH2:10][CH2:11][CH2:12][C@H:3]4[NH:2][C:30](=[O:32])[CH3:31])[N:17]=2)[CH:19]=[CH:20][C:21]=1[O:26][CH:27]([CH3:29])[CH3:28])#[N:24]. The yield is 0.560.